From a dataset of Full USPTO retrosynthesis dataset with 1.9M reactions from patents (1976-2016). Predict the reactants needed to synthesize the given product. Given the product [CH3:1][O:2][C:3]1[CH:4]=[C:5]([O:21][CH3:22])[C:6]2[CH2:12][CH2:11][NH:10][CH2:9][CH2:8][C:7]=2[N:20]=1, predict the reactants needed to synthesize it. The reactants are: [CH3:1][O:2][C:3]1[CH:4]=[C:5]([O:21][CH3:22])[C:6]2[CH2:12][CH2:11][N:10](C(OC(C)(C)C)=O)[CH2:9][CH2:8][C:7]=2[N:20]=1.